This data is from Forward reaction prediction with 1.9M reactions from USPTO patents (1976-2016). The task is: Predict the product of the given reaction. (1) Given the reactants [CH2:1]([O:8][CH2:9][C:10]1[CH:15]=[CH:14][CH:13]=[CH:12][CH:11]=1)[C:2]1C=CC=CC=1.[N:16]#[C:17][NH2:18].[C:19](O)(C(F)(F)F)=O.BrC#N, predict the reaction product. The product is: [CH2:9]([O:8][CH:1]1[CH2:2][N:16]([C:17]#[N:18])[CH2:19]1)[C:10]1[CH:11]=[CH:12][CH:13]=[CH:14][CH:15]=1. (2) Given the reactants [Br:1][C:2]1[CH:3]=[C:4]([C:8](=[O:13])[CH2:9][CH2:10][CH2:11][F:12])[CH:5]=[CH:6][CH:7]=1.[BH4-].[Na+], predict the reaction product. The product is: [Br:1][C:2]1[CH:3]=[C:4]([CH:8]([OH:13])[CH2:9][CH2:10][CH2:11][F:12])[CH:5]=[CH:6][CH:7]=1. (3) The product is: [CH3:1][O:2][C:3]1[N:4]=[CH:5][C:6]([C:9]2[C:13]3[CH:14]=[C:15]4[C:20](=[CH:21][C:12]=3[NH:11][N:10]=2)[NH:19][C:18](=[O:22])[N:17]([C@@H:23]2[CH2:28][CH2:27][CH2:26][NH:25][CH2:24]2)[CH2:16]4)=[CH:7][N:8]=1. Given the reactants [CH3:1][O:2][C:3]1[N:8]=[CH:7][C:6]([C:9]2[C:13]3[CH:14]=[C:15]4[C:20](=[CH:21][C:12]=3[N:11](C(C3C=CC=CC=3)(C3C=CC=CC=3)C3C=CC=CC=3)[N:10]=2)[NH:19][C:18](=[O:22])[N:17]([C@@H:23]2[CH2:28][CH2:27][CH2:26][N:25](C(OC(C)(C)C)=O)[CH2:24]2)[CH2:16]4)=[CH:5][N:4]=1.C(O)(C(F)(F)F)=O, predict the reaction product. (4) Given the reactants [Cl:1][C:2]1[CH:7]=[C:6]2[NH:8][C:9](=[O:38])[C:10]3([CH:15]([C:16]4[CH:21]=[C:20]([Cl:22])[CH:19]=[CH:18][C:17]=4[O:23][C:24]([CH3:28])([CH3:27])[CH2:25][OH:26])[CH2:14][C:13](=[O:29])[NH:12][CH:11]3[C:30]3[CH:35]=[C:34]([F:36])[CH:33]=[CH:32][C:31]=3[CH3:37])[C:5]2=[CH:4][CH:3]=1.CCN=C=NCCCN(C)C.Cl.C1C=CC2N(O)N=NC=2C=1.CCN(C(C)C)C(C)C.[CH3:70][N:71]1[CH2:76][CH2:75][CH:74]([NH2:77])[CH2:73][CH2:72]1, predict the reaction product. The product is: [Cl:1][C:2]1[CH:7]=[C:6]2[NH:8][C:9](=[O:38])[C:10]3([CH:15]([C:16]4[CH:21]=[C:20]([Cl:22])[CH:19]=[CH:18][C:17]=4[O:23][C:24]([CH3:28])([C:25](=[O:26])[NH:77][CH:74]4[CH2:75][CH2:76][N:71]([CH3:70])[CH2:72][CH2:73]4)[CH3:27])[CH2:14][C:13](=[O:29])[NH:12][CH:11]3[C:30]3[CH:35]=[C:34]([F:36])[CH:33]=[CH:32][C:31]=3[CH3:37])[C:5]2=[CH:4][CH:3]=1. (5) Given the reactants [C:1]([O:5][C:6](=[O:17])[NH:7][CH2:8][CH2:9][N:10]1[C:14](=[O:15])[CH2:13][NH:12][C:11]1=[O:16])([CH3:4])([CH3:3])[CH3:2].[H-].[H-].[H-].[H-].[Li+].[Al+3], predict the reaction product. The product is: [C:1]([O:5][C:6](=[O:17])[NH:7][CH2:8][CH2:9][N:10]1[CH:14]([OH:15])[CH2:13][NH:12][C:11]1=[O:16])([CH3:4])([CH3:2])[CH3:3]. (6) Given the reactants [NH2:1][CH2:2][CH2:3][N:4]1[CH2:9][CH2:8][CH:7]([CH2:10][NH:11][C:12](=[O:27])[C:13]2[CH:18]=[C:17]([C:19]([F:22])([F:21])[F:20])[CH:16]=[C:15]([C:23]([F:26])([F:25])[F:24])[CH:14]=2)[CH2:6][CH2:5]1.[CH:28]1([CH2:31][C:32](O)=[O:33])[CH2:30][CH2:29]1.CN(C(ON1N=NC2C=CC=NC1=2)=[N+](C)C)C.F[P-](F)(F)(F)(F)F.C([O-])(O)=O.[Na+], predict the reaction product. The product is: [CH:28]1([CH2:31][C:32]([NH:1][CH2:2][CH2:3][N:4]2[CH2:5][CH2:6][CH:7]([CH2:10][NH:11][C:12](=[O:27])[C:13]3[CH:18]=[C:17]([C:19]([F:21])([F:22])[F:20])[CH:16]=[C:15]([C:23]([F:24])([F:25])[F:26])[CH:14]=3)[CH2:8][CH2:9]2)=[O:33])[CH2:30][CH2:29]1. (7) Given the reactants [F:1][C:2]1[CH:3]=[C:4]([C:9]2[CH2:10][CH2:11][NH:12][CH2:13][CH:14]=2)[CH:5]=[C:6]([F:8])[CH:7]=1.Cl, predict the reaction product. The product is: [F:1][C:2]1[CH:3]=[C:4]([CH:9]2[CH2:10][CH2:11][NH:12][CH2:13][CH2:14]2)[CH:5]=[C:6]([F:8])[CH:7]=1. (8) The product is: [CH3:14][O:4][C:3](=[O:5])[CH:2]([NH2:1])[C:6]1[CH:11]=[CH:10][C:9]([Br:12])=[CH:8][CH:7]=1. Given the reactants [NH2:1][CH:2]([C:6]1[CH:11]=[CH:10][C:9]([Br:12])=[CH:8][CH:7]=1)[C:3]([OH:5])=[O:4].Cl.[CH3:14]O, predict the reaction product.